Dataset: Peptide-MHC class I binding affinity with 185,985 pairs from IEDB/IMGT. Task: Regression. Given a peptide amino acid sequence and an MHC pseudo amino acid sequence, predict their binding affinity value. This is MHC class I binding data. (1) The peptide sequence is AEAALENLV. The MHC is HLA-B45:01 with pseudo-sequence HLA-B45:01. The binding affinity (normalized) is 0.671. (2) The peptide sequence is DTSYYVKEY. The MHC is HLA-A03:01 with pseudo-sequence HLA-A03:01. The binding affinity (normalized) is 0. (3) The peptide sequence is FTERSDKSY. The MHC is HLA-A30:02 with pseudo-sequence HLA-A30:02. The binding affinity (normalized) is 0.632. (4) The peptide sequence is KQWGWFALL. The MHC is HLA-B48:01 with pseudo-sequence HLA-B48:01. The binding affinity (normalized) is 0.739.